Dataset: NCI-60 drug combinations with 297,098 pairs across 59 cell lines. Task: Regression. Given two drug SMILES strings and cell line genomic features, predict the synergy score measuring deviation from expected non-interaction effect. (1) Drug 1: C1CCN(CC1)CCOC2=CC=C(C=C2)C(=O)C3=C(SC4=C3C=CC(=C4)O)C5=CC=C(C=C5)O. Synergy scores: CSS=-0.892, Synergy_ZIP=-0.437, Synergy_Bliss=-0.483, Synergy_Loewe=-2.51, Synergy_HSA=-2.43. Cell line: IGROV1. Drug 2: CCCCCOC(=O)NC1=NC(=O)N(C=C1F)C2C(C(C(O2)C)O)O. (2) Drug 1: C1=CC(=CC=C1CCCC(=O)O)N(CCCl)CCCl. Drug 2: COCCOC1=C(C=C2C(=C1)C(=NC=N2)NC3=CC=CC(=C3)C#C)OCCOC.Cl. Cell line: U251. Synergy scores: CSS=32.1, Synergy_ZIP=-9.19, Synergy_Bliss=-6.47, Synergy_Loewe=-6.75, Synergy_HSA=-5.72. (3) Drug 1: C1=CC(=CC=C1CCC2=CNC3=C2C(=O)NC(=N3)N)C(=O)NC(CCC(=O)O)C(=O)O. Drug 2: C1=NC2=C(N1)C(=S)N=C(N2)N. Cell line: SF-268. Synergy scores: CSS=36.8, Synergy_ZIP=-12.1, Synergy_Bliss=-4.01, Synergy_Loewe=-2.56, Synergy_HSA=-0.438.